Dataset: Forward reaction prediction with 1.9M reactions from USPTO patents (1976-2016). Task: Predict the product of the given reaction. (1) The product is: [Br:1][C:2]1[N:6]2[N:7]=[C:8]([NH:16][CH2:12][CH2:13][CH2:14][CH3:15])[CH:9]=[CH:10][C:5]2=[N:4][CH:3]=1. Given the reactants [Br:1][C:2]1[N:6]2[N:7]=[C:8](Cl)[CH:9]=[CH:10][C:5]2=[N:4][CH:3]=1.[CH2:12]([NH2:16])[CH2:13][CH2:14][CH3:15], predict the reaction product. (2) Given the reactants [C:1]1([C:7]2[C:16]3[CH:15]=[CH:14][CH:13]=[C:12]([NH2:17])[C:11]=3[CH:10]=[CH:9][N:8]=2)[CH:6]=[CH:5][CH:4]=[CH:3][CH:2]=1.Cl[C:19]1[N:28]=[CH:27][C:26]([CH:29]2[CH2:31][CH2:30]2)=[CH:25][C:20]=1[C:21]([O:23][CH3:24])=[O:22].C(=O)([O-])[O-].[Cs+].[Cs+], predict the reaction product. The product is: [CH:29]1([C:26]2[CH:27]=[N:28][C:19]([NH:17][C:12]3[CH:13]=[CH:14][CH:15]=[C:16]4[C:11]=3[CH:10]=[CH:9][N:8]=[C:7]4[C:1]3[CH:2]=[CH:3][CH:4]=[CH:5][CH:6]=3)=[C:20]([CH:25]=2)[C:21]([O:23][CH3:24])=[O:22])[CH2:30][CH2:31]1. (3) Given the reactants P(Cl)(Cl)(Cl)(Cl)Cl.[Cl:7][S:8]([OH:11])(=O)=[O:9].[O:12]1[CH:16]=[CH:15][CH:14]=[CH:13]1, predict the reaction product. The product is: [O:12]1[CH:16]=[CH:15][CH:14]=[C:13]1[S:8]([Cl:7])(=[O:11])=[O:9]. (4) Given the reactants [O:1]1[CH:5]=[C:4]([C:6]2[CH:11]=[CH:10][CH:9]=[CH:8][N:7]=2)[N:3]=[CH:2]1.[Li]CCCC.[C:17](O)(=[O:35])[CH2:18][CH2:19][CH2:20][CH2:21][CH2:22][CH2:23][CH2:24]/[CH:25]=[CH:26]\[CH2:27][CH2:28][CH2:29][CH2:30][CH2:31][CH2:32][CH2:33][CH3:34].C(Cl)(=O)C(Cl)=O, predict the reaction product. The product is: [N:7]1[CH:8]=[CH:9][CH:10]=[CH:11][C:6]=1[C:4]1[N:3]=[C:2]([C:17](=[O:35])[CH2:18][CH2:19][CH2:20][CH2:21][CH2:22][CH2:23][CH2:24][CH:25]=[CH:26][CH2:27][CH2:28][CH2:29][CH2:30][CH2:31][CH2:32][CH2:33][CH3:34])[O:1][CH:5]=1. (5) Given the reactants O1CCCC1.[F:6][C:7]1[CH:8]=[C:9]([CH2:22][C:23](Cl)=[N:24][OH:25])[CH:10]=[CH:11][C:12]=1[O:13][CH2:14][C:15]1[CH:20]=[CH:19][C:18]([F:21])=[CH:17][N:16]=1.[C:27]([C:29]1[C:30]([NH2:36])=[N:31][C:32]([NH2:35])=[CH:33][CH:34]=1)#[CH:28].C(N(CC)CC)C, predict the reaction product. The product is: [F:6][C:7]1[CH:8]=[C:9]([CH:10]=[CH:11][C:12]=1[O:13][CH2:14][C:15]1[CH:20]=[CH:19][C:18]([F:21])=[CH:17][N:16]=1)[CH2:22][C:23]1[CH:28]=[C:27]([C:29]2[C:30]([NH2:36])=[N:31][C:32]([NH2:35])=[CH:33][CH:34]=2)[O:25][N:24]=1.